Dataset: Forward reaction prediction with 1.9M reactions from USPTO patents (1976-2016). Task: Predict the product of the given reaction. Given the reactants [Cl-].[Al+3].[Cl-].[Cl-].[H-].[Al+3].[Li+].[H-].[H-].[H-].[Br:11][C:12]1[CH:13]=[C:14]([S:18][C:19]2[N:23]([C:24]3[CH:29]=[C:28]([F:30])[CH:27]=[CH:26][C:25]=3[F:31])[N:22]=[C:21]([C:32]([NH:34][CH3:35])=O)[CH:20]=2)[CH:15]=[CH:16][CH:17]=1.[OH-].[Na+], predict the reaction product. The product is: [Br:11][C:12]1[CH:13]=[C:14]([S:18][C:19]2[N:23]([C:24]3[CH:29]=[C:28]([F:30])[CH:27]=[CH:26][C:25]=3[F:31])[N:22]=[C:21]([CH2:32][NH:34][CH3:35])[CH:20]=2)[CH:15]=[CH:16][CH:17]=1.